Task: Predict the product of the given reaction.. Dataset: Forward reaction prediction with 1.9M reactions from USPTO patents (1976-2016) (1) Given the reactants I[C:2]1[NH:6][C:5]([C@@H:7]2[CH2:11][CH2:10][CH2:9][N:8]2[C:12](=[O:22])[C@@H:13]([NH:17][C:18](=[O:21])[O:19][CH3:20])[CH:14]([CH3:16])[CH3:15])=[N:4][CH:3]=1.[Cl:23][C:24]1[CH:29]=[CH:28][C:27](B(O)O)=[CH:26][C:25]=1[C:33]#[N:34].C([O-])(O)=O.[Na+], predict the reaction product. The product is: [CH3:20][O:19][C:18](=[O:21])[NH:17][C@H:13]([C:12]([N:8]1[CH2:9][CH2:10][CH2:11][C@H:7]1[C:5]1[NH:6][C:2]([C:27]2[CH:28]=[CH:29][C:24]([Cl:23])=[C:25]([C:33]#[N:34])[CH:26]=2)=[CH:3][N:4]=1)=[O:22])[CH:14]([CH3:16])[CH3:15]. (2) Given the reactants [CH3:1][N:2]([CH3:16])[S:3]([C:6]1[CH:7]=[C:8]2[C:12](=[CH:13][CH:14]=1)[NH:11][C:10](=[O:15])[CH2:9]2)(=[O:5])=[O:4].[O:17]=[C:18]1[C:23]2=[CH:24][NH:25][C:26]([CH:27]=O)=[C:22]2[CH2:21][CH2:20][O:19]1, predict the reaction product. The product is: [CH3:1][N:2]([CH3:16])[S:3]([C:6]1[CH:7]=[C:8]2[C:12](=[CH:13][CH:14]=1)[NH:11][C:10](=[O:15])[C:9]2=[CH:27][C:26]1[NH:25][CH:24]=[C:23]2[C:18](=[O:17])[O:19][CH2:20][CH2:21][C:22]=12)(=[O:5])=[O:4]. (3) Given the reactants [OH:1][C:2]1[CH:34]=[CH:33][C:5]([O:6][C:7]2[N:12]=[C:11]([CH3:13])[C:10]([CH2:14][N:15]3[CH2:20][CH2:19][CH:18]([N:21]4[C@H:25]([C:26]5[CH:31]=[CH:30][CH:29]=[CH:28][CH:27]=5)[CH2:24][O:23][C:22]4=[O:32])[CH2:17][CH2:16]3)=[CH:9][CH:8]=2)=[CH:4][CH:3]=1.[H-].[Na+].Br[CH2:38][C:39]([O:41][C:42]([CH3:45])([CH3:44])[CH3:43])=[O:40], predict the reaction product. The product is: [C:42]([O:41][C:39](=[O:40])[CH2:38][O:1][C:2]1[CH:3]=[CH:4][C:5]([O:6][C:7]2[CH:8]=[CH:9][C:10]([CH2:14][N:15]3[CH2:16][CH2:17][CH:18]([N:21]4[C@H:25]([C:26]5[CH:27]=[CH:28][CH:29]=[CH:30][CH:31]=5)[CH2:24][O:23][C:22]4=[O:32])[CH2:19][CH2:20]3)=[C:11]([CH3:13])[N:12]=2)=[CH:33][CH:34]=1)([CH3:45])([CH3:44])[CH3:43]. (4) Given the reactants [OH:1][C:2]1[C:3]([C:8]([NH2:10])=[O:9])=[N:4][CH:5]=[CH:6][N:7]=1.C(N(CC)CC)C.[C:18](Cl)(=[O:25])[C:19]1[CH:24]=[CH:23][CH:22]=[CH:21][CH:20]=1, predict the reaction product. The product is: [C:18]([NH:10][C:8]([C:3]1[C:2]([OH:1])=[N:7][CH:6]=[CH:5][N:4]=1)=[O:9])(=[O:25])[C:19]1[CH:24]=[CH:23][CH:22]=[CH:21][CH:20]=1. (5) Given the reactants [CH:1]1C=CC=CC=1.[Cl:7][C:8]1[CH:9]=[C:10]2[C:15](=[CH:16][CH:17]=1)[CH:14]=[C:13]([S:18]([N:21]1[CH2:26][CH2:25][N:24]([C:27](=[O:40])[C:28]3[CH:33]=[CH:32][C:31]([C:34]4[CH:39]=[CH:38][N:37]=[CH:36][CH:35]=4)=[CH:30][CH:29]=3)[CH2:23][CH2:22]1)(=[O:20])=[O:19])[CH:12]=[CH:11]2.C[I:42], predict the reaction product. The product is: [I-:42].[Cl:7][C:8]1[CH:9]=[C:10]2[C:15](=[CH:16][CH:17]=1)[CH:14]=[C:13]([S:18]([N:21]1[CH2:26][CH2:25][N:24]([C:27]([C:28]3[CH:29]=[CH:30][C:31]([C:34]4[CH:39]=[CH:38][N+:37]([CH3:1])=[CH:36][CH:35]=4)=[CH:32][CH:33]=3)=[O:40])[CH2:23][CH2:22]1)(=[O:20])=[O:19])[CH:12]=[CH:11]2.